Dataset: Full USPTO retrosynthesis dataset with 1.9M reactions from patents (1976-2016). Task: Predict the reactants needed to synthesize the given product. (1) Given the product [CH3:1][O:2][C:3](=[O:11])[C:4]1[CH:9]=[CH:8][CH:7]=[C:6]([O:10][CH2:52][CH2:51][C:45]2[CH:46]=[CH:47][C:48]([Cl:50])=[CH:49][C:44]=2[Cl:43])[CH:5]=1, predict the reactants needed to synthesize it. The reactants are: [CH3:1][O:2][C:3](=[O:11])[C:4]1[CH:9]=[CH:8][CH:7]=[C:6]([OH:10])[CH:5]=1.C1(P(C2C=CC=CC=2)C2C=CC=CC=2)C=CC=CC=1.CCOC(/N=N/C(OCC)=O)=O.[Cl:43][C:44]1[CH:49]=[C:48]([Cl:50])[CH:47]=[CH:46][C:45]=1[CH2:51][CH2:52]O. (2) Given the product [CH3:22][O:21][C:19](=[O:20])[CH2:18][O:10][C:7]1[CH:8]=[CH:9][C:4]([N+:1]([O-:3])=[O:2])=[CH:5][CH:6]=1, predict the reactants needed to synthesize it. The reactants are: [N+:1]([C:4]1[CH:9]=[CH:8][C:7]([OH:10])=[CH:6][CH:5]=1)([O-:3])=[O:2].C([O-])([O-])=O.[K+].[K+].Cl[CH2:18][C:19]([O:21][CH3:22])=[O:20].